This data is from Reaction yield outcomes from USPTO patents with 853,638 reactions. The task is: Predict the reaction yield, written as a fraction of the theoretical maximum amount of product (1.0 means a 100% yield; for example, 0.34 means a 34% yield). (1) The reactants are [Br:1]N1C(=O)CCC1=O.[N+:9]([C:12]1[CH:17]=[CH:16][N:15]=[CH:14][C:13]=1[NH:18][C@@H:19]([CH3:22])[CH2:20][OH:21])([O-:11])=[O:10]. The catalyst is C(#N)C. The product is [Br:1][C:16]1[N:15]=[CH:14][C:13]([NH:18][C@@H:19]([CH3:22])[CH2:20][OH:21])=[C:12]([N+:9]([O-:11])=[O:10])[CH:17]=1. The yield is 0.400. (2) The product is [O:43]=[C:42]1[C:44]2[C:45](=[CH:46][CH:47]=[CH:48][CH:49]=2)[O:50][CH:40]([C:51]2[S:52][CH:53]=[C:54]([C:56]([O:58][CH2:59][CH3:60])=[O:57])[N:55]=2)[CH2:41]1. The reactants are N(C(OCC)=O)=NC(OCC)=O.C1(C)C=CC=CC=1.C1(P(C2C=CC=CC=2)C2C=CC=CC=2)C=CC=CC=1.O[CH:40]([C:51]1[S:52][CH:53]=[C:54]([C:56]([O:58][CH2:59][CH3:60])=[O:57])[N:55]=1)[CH2:41][C:42]([C:44]1[CH:49]=[CH:48][CH:47]=[CH:46][C:45]=1[OH:50])=[O:43]. The catalyst is O1CCCC1. The yield is 0.195. (3) The reactants are [NH2:1][C:2]1[CH:3]=[CH:4][C:5]([OH:12])=[C:6]([CH:11]=1)[C:7]([O:9][CH3:10])=[O:8].N1C=CC=CC=1.[CH3:19][S:20](Cl)(=[O:22])=[O:21].Cl. The catalyst is C(Cl)Cl.O. The product is [OH:12][C:5]1[CH:4]=[CH:3][C:2]([NH:1][S:20]([CH3:19])(=[O:22])=[O:21])=[CH:11][C:6]=1[C:7]([O:9][CH3:10])=[O:8]. The yield is 0.920. (4) The reactants are [CH:1]1[C:9]2[C:8]3[CH:10]=[CH:11][CH:12]=[CH:13][C:7]=3[O:6][C:5]=2[CH:4]=[CH:3][CH:2]=1.[Br:14]Br.O. The catalyst is C(O)(=O)C. The product is [Br:14][C:2]1[CH:3]=[CH:4][C:5]2[O:6][C:7]3[CH:13]=[CH:12][CH:11]=[CH:10][C:8]=3[C:9]=2[CH:1]=1. The yield is 0.310. (5) The reactants are [N:1]1([C:7]2[CH:8]=[CH:9][C:10]3[N:11]([C:13]([C:16]([F:19])([F:18])[F:17])=[N:14][N:15]=3)[N:12]=2)[CH2:6][CH2:5][NH:4][CH2:3][CH2:2]1.[CH3:20][C:21]1[CH:26]=[C:25]([CH:27]=O)[CH:24]=[CH:23][N:22]=1. No catalyst specified. The product is [CH3:20][C:21]1[CH:26]=[C:25]([CH2:27][N:4]2[CH2:3][CH2:2][N:1]([C:7]3[CH:8]=[CH:9][C:10]4[N:11]([C:13]([C:16]([F:17])([F:18])[F:19])=[N:14][N:15]=4)[N:12]=3)[CH2:6][CH2:5]2)[CH:24]=[CH:23][N:22]=1. The yield is 0.610. (6) The reactants are Cl.O1CCOCC1.C(OC([N:15]1[CH2:19][CH2:18][CH:17]([C:20]2[CH:25]=[C:24]([Cl:26])[CH:23]=[C:22]([Cl:27])[CH:21]=2)[CH2:16]1)=O)(C)(C)C. The catalyst is [OH-].[Na+]. The product is [Cl:27][C:22]1[CH:21]=[C:20]([CH:17]2[CH2:18][CH2:19][NH:15][CH2:16]2)[CH:25]=[C:24]([Cl:26])[CH:23]=1. The yield is 1.00.